Predict the reactants needed to synthesize the given product. From a dataset of Full USPTO retrosynthesis dataset with 1.9M reactions from patents (1976-2016). (1) Given the product [Br:1][C:2]1[C:3]([C:9]2[S:10][CH:11]=[CH:12][CH:13]=2)=[N:4][C:5]([NH:21][CH3:19])=[N:6][CH:7]=1, predict the reactants needed to synthesize it. The reactants are: [Br:1][C:2]1[C:3]([C:9]2[S:10][CH:11]=[CH:12][CH:13]=2)=[N:4][C:5](Cl)=[N:6][CH:7]=1.C1COCC1.[CH2:19]([N:21](CC)CC)C.Cl.CN. (2) Given the product [C:3]([C:11](=[C:21]([S:17][CH3:16])[S:22][CH3:24])[C:12]#[N:13])(=[O:10])[C:4]1[CH:9]=[CH:8][CH:7]=[CH:6][CH:5]=1, predict the reactants needed to synthesize it. The reactants are: [P].[S].[C:3]([CH2:11][C:12]#[N:13])(=[O:10])[C:4]1[CH:9]=[CH:8][CH:7]=[CH:6][CH:5]=1.[H-].[Na+].[C:16](=S)=[S:17].CI.[CH3:21][S:22]([CH3:24])=O. (3) Given the product [Cl:2][C:3]1[CH:24]=[CH:23][CH:22]=[CH:21][C:4]=1[CH2:5][N:6]1[C:10]2[CH:11]=[C:12]([C:15]([N:25]3[CH2:30][CH2:29][O:28][CH2:27][CH2:26]3)=[O:16])[CH:13]=[CH:14][C:9]=2[N:8]=[C:7]1[CH:18]1[CH2:19][CH2:20]1, predict the reactants needed to synthesize it. The reactants are: Cl.[Cl:2][C:3]1[CH:24]=[CH:23][CH:22]=[CH:21][C:4]=1[CH2:5][N:6]1[C:10]2[CH:11]=[C:12]([C:15](Cl)=[O:16])[CH:13]=[CH:14][C:9]=2[N:8]=[C:7]1[CH:18]1[CH2:20][CH2:19]1.[NH:25]1[CH2:30][CH2:29][O:28][CH2:27][CH2:26]1.CO. (4) Given the product [CH2:20]([C@:13]1([CH2:12][NH:11][C:9](=[O:10])[O:8][CH2:1][C:2]2[CH:3]=[CH:4][CH:5]=[CH:6][CH:7]=2)[CH2:18][CH2:17][CH2:16][CH2:15][C:14]1=[O:19])[CH:26]=[CH2:27], predict the reactants needed to synthesize it. The reactants are: [CH2:1]([O:8][C:9]([NH:11][CH2:12][C:13]1([C:20](OCC=C)=O)[CH2:18][CH2:17][CH2:16][CH2:15][C:14]1=[O:19])=[O:10])[C:2]1[CH:7]=[CH:6][CH:5]=[CH:4][CH:3]=1.[CH3:26][CH2:27]OC(C)=O. (5) Given the product [CH3:2][O:3][C:4]([CH:6]1[CH:11]([NH2:30])[CH2:10][CH2:9][N:8]([CH2:13][C:14]2[CH:19]=[CH:18][CH:17]=[CH:16][CH:15]=2)[CH2:7]1)=[O:5], predict the reactants needed to synthesize it. The reactants are: Cl.[CH3:2][O:3][C:4]([CH:6]1[C:11](=O)[CH2:10][CH2:9][N:8]([CH2:13][C:14]2[CH:19]=[CH:18][CH:17]=[CH:16][CH:15]=2)[CH2:7]1)=[O:5].C(=O)([O-])[O-].C([O-])(=O)C.[NH4+].C([BH3-])#[N:30].[Na+]. (6) Given the product [C:18]1([CH2:17][S:9][C:4]2[N:5]=[C:6]([OH:8])[CH:7]=[C:2]([OH:1])[N:3]=2)[CH:23]=[CH:22][CH:21]=[CH:20][CH:19]=1, predict the reactants needed to synthesize it. The reactants are: [OH:1][C:2]1[CH:7]=[C:6]([OH:8])[N:5]=[C:4]([SH:9])[N:3]=1.CN1C(=O)CCC1.[CH2:17](Br)[C:18]1[CH:23]=[CH:22][CH:21]=[CH:20][CH:19]=1.Cl. (7) Given the product [CH3:2][C:1]1[O:16][C:6]([C:7]2[CH:12]=[CH:11][CH:10]=[CH:9][C:8]=2[N+:13]([O-:15])=[O:14])=[N:5][N:4]=1, predict the reactants needed to synthesize it. The reactants are: [C:1]([NH:4][NH:5][C:6](=[O:16])[C:7]1[CH:12]=[CH:11][CH:10]=[CH:9][C:8]=1[N+:13]([O-:15])=[O:14])(=O)[CH3:2].P(Cl)(Cl)(Cl)=O.